This data is from Full USPTO retrosynthesis dataset with 1.9M reactions from patents (1976-2016). The task is: Predict the reactants needed to synthesize the given product. (1) The reactants are: C([N:9]1[CH2:14][CH2:13][C:12]([CH2:16][NH:17][C:18]([O:20][C:21]([CH3:24])([CH3:23])[CH3:22])=[O:19])([F:15])[CH2:11][CH2:10]1)(=O)C1C=CC=CC=1.[OH-].[Na+].O. Given the product [C:21]([O:20][C:18]([NH:17][CH2:16][C:12]1([F:15])[CH2:11][CH2:10][NH:9][CH2:14][CH2:13]1)=[O:19])([CH3:24])([CH3:22])[CH3:23], predict the reactants needed to synthesize it. (2) Given the product [Cl:12][C:9]1[C:10]2[C:5](=[CH:4][CH:3]=[C:2]([C:18]3[CH:17]=[C:16]4[C:21](=[CH:20][CH:19]=3)[NH:13][CH:14]=[CH:15]4)[CH:11]=2)[CH:6]=[CH:7][N:8]=1, predict the reactants needed to synthesize it. The reactants are: Br[C:2]1[CH:11]=[C:10]2[C:5]([CH:6]=[CH:7][N:8]=[C:9]2[Cl:12])=[CH:4][CH:3]=1.[NH:13]1[C:21]2[C:16](=[CH:17][C:18](B(O)O)=[CH:19][CH:20]=2)[CH:15]=[CH:14]1.C(=O)([O-])[O-].[K+].[K+].